Dataset: Forward reaction prediction with 1.9M reactions from USPTO patents (1976-2016). Task: Predict the product of the given reaction. (1) Given the reactants [CH3:1][C:2]1[C:6]([C:7]2[N:11]([C:12]3[CH:17]=[CH:16][C:15]([O:18]C)=[CH:14][C:13]=3[CH3:20])[C:10]3[CH:21]=[CH:22][CH:23]=[CH:24][C:9]=3[N:8]=2)=[C:5]([CH3:25])[O:4][N:3]=1.B(Br)(Br)Br, predict the reaction product. The product is: [CH3:1][C:2]1[C:6]([C:7]2[N:11]([C:12]3[CH:17]=[CH:16][C:15]([OH:18])=[CH:14][C:13]=3[CH3:20])[C:10]3[CH:21]=[CH:22][CH:23]=[CH:24][C:9]=3[N:8]=2)=[C:5]([CH3:25])[O:4][N:3]=1. (2) The product is: [CH3:26][N:27]1[CH:31]=[C:30]([C:32]2[CH:33]=[CH:34][C:35]([C:2]3[CH:3]=[N:4][CH:5]=[C:6]4[C:11]=3[N:10]=[C:9]([C:12]([NH:14][CH2:15][C:16]3[CH:21]=[CH:20][C:19]([C:22]([F:25])([F:24])[F:23])=[CH:18][CH:17]=3)=[O:13])[CH:8]=[CH:7]4)=[CH:36][CH:37]=2)[CH:29]=[N:28]1. Given the reactants Br[C:2]1[CH:3]=[N:4][CH:5]=[C:6]2[C:11]=1[N:10]=[C:9]([C:12]([NH:14][CH2:15][C:16]1[CH:21]=[CH:20][C:19]([C:22]([F:25])([F:24])[F:23])=[CH:18][CH:17]=1)=[O:13])[CH:8]=[CH:7]2.[CH3:26][N:27]1[CH:31]=[C:30]([C:32]2[CH:37]=[CH:36][C:35](B3OC(C)(C)C(C)(C)O3)=[CH:34][CH:33]=2)[CH:29]=[N:28]1.C([O-])([O-])=O.[Na+].[Na+], predict the reaction product. (3) Given the reactants [CH:1]([C:3]1[S:7][C:6]([NH:8][CH:9]([CH:27]([CH3:29])[CH3:28])[C:10]([NH:12][C@@H:13]([CH3:26])[C:14]([NH:16][C@@H:17]([CH3:25])[C:18]([O:20]C(C)(C)C)=[O:19])=[O:15])=[O:11])=[N:5][CH:4]=1)=[O:2].C(O)(C(F)(F)F)=O, predict the reaction product. The product is: [CH:1]([C:3]1[S:7][C:6]([NH:8][CH:9]([CH:27]([CH3:29])[CH3:28])[C:10]([NH:12][C@@H:13]([CH3:26])[C:14]([NH:16][C@@H:17]([CH3:25])[C:18]([OH:20])=[O:19])=[O:15])=[O:11])=[N:5][CH:4]=1)=[O:2].